This data is from Full USPTO retrosynthesis dataset with 1.9M reactions from patents (1976-2016). The task is: Predict the reactants needed to synthesize the given product. Given the product [C:9]([C:5]1[CH:4]=[CH:3][C:2]([Br:1])=[CH:7][C:6]=1[O:8][CH2:17][CH2:16][CH2:15][O:14][CH3:13])([CH3:12])([CH3:11])[CH3:10], predict the reactants needed to synthesize it. The reactants are: [Br:1][C:2]1[CH:3]=[CH:4][C:5]([C:9]([CH3:12])([CH3:11])[CH3:10])=[C:6]([OH:8])[CH:7]=1.[CH3:13][O:14][CH2:15][CH2:16][CH2:17]Br.C(=O)([O-])[O-].[Cs+].[Cs+].